Dataset: Catalyst prediction with 721,799 reactions and 888 catalyst types from USPTO. Task: Predict which catalyst facilitates the given reaction. (1) Reactant: [Cl:1][C:2]1[CH:3]=[C:4]([NH:12][C:13]2[N:18]=[CH:17][C:16]([CH2:19][CH2:20][C:21]3[CH:22]=[C:23]4[C:28](=[CH:29][CH:30]=3)[N:27](COCC[Si](C)(C)C)[C:26](=[O:39])[CH:25]=[CH:24]4)=[CH:15][N:14]=2)[CH:5]=[CH:6][C:7]=1[O:8][CH:9]([F:11])[F:10].C(O)(C(F)(F)F)=O. Product: [Cl:1][C:2]1[CH:3]=[C:4]([NH:12][C:13]2[N:18]=[CH:17][C:16]([CH2:19][CH2:20][C:21]3[CH:22]=[C:23]4[C:28](=[CH:29][CH:30]=3)[NH:27][C:26](=[O:39])[CH:25]=[CH:24]4)=[CH:15][N:14]=2)[CH:5]=[CH:6][C:7]=1[O:8][CH:9]([F:10])[F:11]. The catalyst class is: 2. (2) Reactant: [C:1]1(B(O)O)[CH:6]=[CH:5][CH:4]=[CH:3][CH:2]=1.C(=O)([O-])[O-].[Na+].[Na+].Cl[C:17]1[N:22]=[N:21][C:20]([N:23]2[CH2:28][C@@H:27]([CH3:29])[NH:26][CH2:25][C@@H:24]2[CH3:30])=[C:19]2[CH:31]=[N:32][CH:33]=[CH:34][C:18]=12. Product: [CH3:30][C@H:24]1[CH2:25][NH:26][C@H:27]([CH3:29])[CH2:28][N:23]1[C:20]1[N:21]=[N:22][C:17]([C:1]2[CH:6]=[CH:5][CH:4]=[CH:3][CH:2]=2)=[C:18]2[CH:34]=[CH:33][N:32]=[CH:31][C:19]=12. The catalyst class is: 73. (3) The catalyst class is: 1. Product: [C:1]([O:5][C:6](=[O:19])[NH:7][CH2:8][CH2:9][C:10]1[C:18]2[C:13](=[CH:14][CH:15]=[CH:16][CH:17]=2)[N:12]([CH3:23])[CH:11]=1)([CH3:4])([CH3:2])[CH3:3]. Reactant: [C:1]([O:5][C:6](=[O:19])[NH:7][CH2:8][CH2:9][C:10]1[C:18]2[C:13](=[CH:14][CH:15]=[CH:16][CH:17]=2)[NH:12][CH:11]=1)([CH3:4])([CH3:3])[CH3:2].[H-].[Na+].I[CH3:23]. (4) Reactant: [CH3:1][C:2]1[C:6]2[CH:7]=[C:8]([C:11]([O:13]C)=[O:12])[CH:9]=[CH:10][C:5]=2[O:4][CH:3]=1.[OH-].[Na+]. Product: [CH3:1][C:2]1[C:6]2[CH:7]=[C:8]([C:11]([OH:13])=[O:12])[CH:9]=[CH:10][C:5]=2[O:4][CH:3]=1. The catalyst class is: 24.